Regression. Given two drug SMILES strings and cell line genomic features, predict the synergy score measuring deviation from expected non-interaction effect. From a dataset of NCI-60 drug combinations with 297,098 pairs across 59 cell lines. (1) Drug 1: CNC(=O)C1=CC=CC=C1SC2=CC3=C(C=C2)C(=NN3)C=CC4=CC=CC=N4. Drug 2: C1CC(=O)NC(=O)C1N2CC3=C(C2=O)C=CC=C3N. Cell line: NCI-H226. Synergy scores: CSS=-3.45, Synergy_ZIP=6.28, Synergy_Bliss=-1.77, Synergy_Loewe=-7.14, Synergy_HSA=-2.41. (2) Drug 1: C1CCC(CC1)NC(=O)N(CCCl)N=O. Drug 2: C1C(C(OC1N2C=NC3=C2NC=NCC3O)CO)O. Cell line: SW-620. Synergy scores: CSS=20.0, Synergy_ZIP=1.73, Synergy_Bliss=3.20, Synergy_Loewe=-11.2, Synergy_HSA=1.42. (3) Drug 1: CNC(=O)C1=CC=CC=C1SC2=CC3=C(C=C2)C(=NN3)C=CC4=CC=CC=N4. Drug 2: C1=CC=C(C(=C1)C(C2=CC=C(C=C2)Cl)C(Cl)Cl)Cl. Cell line: UACC62. Synergy scores: CSS=9.50, Synergy_ZIP=-0.981, Synergy_Bliss=5.77, Synergy_Loewe=2.59, Synergy_HSA=5.32. (4) Drug 1: C(=O)(N)NO. Drug 2: CNC(=O)C1=NC=CC(=C1)OC2=CC=C(C=C2)NC(=O)NC3=CC(=C(C=C3)Cl)C(F)(F)F. Cell line: SR. Synergy scores: CSS=7.50, Synergy_ZIP=-1.01, Synergy_Bliss=4.80, Synergy_Loewe=2.95, Synergy_HSA=3.63. (5) Drug 1: CC(C1=C(C=CC(=C1Cl)F)Cl)OC2=C(N=CC(=C2)C3=CN(N=C3)C4CCNCC4)N. Drug 2: COCCOC1=C(C=C2C(=C1)C(=NC=N2)NC3=CC=CC(=C3)C#C)OCCOC.Cl. Cell line: NCI-H226. Synergy scores: CSS=5.57, Synergy_ZIP=2.67, Synergy_Bliss=5.02, Synergy_Loewe=2.84, Synergy_HSA=4.40. (6) Drug 1: C1CN(P(=O)(OC1)NCCCl)CCCl. Drug 2: N.N.Cl[Pt+2]Cl. Cell line: NCI-H522. Synergy scores: CSS=73.1, Synergy_ZIP=2.98, Synergy_Bliss=4.15, Synergy_Loewe=-19.3, Synergy_HSA=7.26.